Predict the product of the given reaction. From a dataset of Forward reaction prediction with 1.9M reactions from USPTO patents (1976-2016). (1) Given the reactants [OH-:1].[Na+].[OH2:3].Cl[CH:5](Cl)[C:6]([C:8]1[CH:13]=[C:12]([CH3:14])[C:11]([CH3:15])=[CH:10][C:9]=1[CH3:16])=[O:7], predict the reaction product. The product is: [CH3:16][C:9]1[CH:10]=[C:11]([CH3:15])[C:12]([CH3:14])=[CH:13][C:8]=1[CH:6]([OH:7])[C:5]([OH:3])=[O:1]. (2) Given the reactants [SH:1][C:2]1[S:3][C:4]2[CH2:14][CH2:13][C:12]3[C:7](=[CH:8][CH:9]=[CH:10][C:11]=3[O:15][CH2:16][C:17]([O:19]CC)=[O:18])[C:5]=2[N:6]=1.[Br-].[C:23]1([CH2:29][C:30]2[CH:35]=[CH:34][CH:33]=[CH:32][CH:31]=2)[CH:28]=[CH:27][CH:26]=[CH:25][CH:24]=1.C(=O)([O-])[O-].[K+].[K+], predict the reaction product. The product is: [C:23]1([CH:29]([C:30]2[CH:31]=[CH:32][CH:33]=[CH:34][CH:35]=2)[S:1][C:2]2[S:3][C:4]3[CH2:14][CH2:13][C:12]4[C:7](=[CH:8][CH:9]=[CH:10][C:11]=4[O:15][CH2:16][C:17]([OH:19])=[O:18])[C:5]=3[N:6]=2)[CH:28]=[CH:27][CH:26]=[CH:25][CH:24]=1. (3) Given the reactants [NH2:1][C@H:2]1[C:11]2[C:6](=[CH:7][CH:8]=[C:9]([F:12])[CH:10]=2)[N:5]([C:13](=[O:15])[CH3:14])[C@@H:4]([CH:16]2[CH2:18][CH2:17]2)[C@@H:3]1[CH3:19].Br[C:21]1[N:26]=[C:25]([C:27]#[N:28])[CH:24]=[CH:23][CH:22]=1.CC(C)([O-])C.[Na+], predict the reaction product. The product is: [C:13]([N:5]1[C:6]2[C:11](=[CH:10][C:9]([F:12])=[CH:8][CH:7]=2)[C@H:2]([NH:1][C:21]2[N:26]=[C:25]([C:27]#[N:28])[CH:24]=[CH:23][CH:22]=2)[C@@H:3]([CH3:19])[C@@H:4]1[CH:16]1[CH2:18][CH2:17]1)(=[O:15])[CH3:14].